Dataset: TCR-epitope binding with 47,182 pairs between 192 epitopes and 23,139 TCRs. Task: Binary Classification. Given a T-cell receptor sequence (or CDR3 region) and an epitope sequence, predict whether binding occurs between them. The epitope is HPVGEADYFEY. The TCR CDR3 sequence is CASSLAGLAGDYEQYF. Result: 0 (the TCR does not bind to the epitope).